Task: Regression/Classification. Given a drug SMILES string, predict its absorption, distribution, metabolism, or excretion properties. Task type varies by dataset: regression for continuous measurements (e.g., permeability, clearance, half-life) or binary classification for categorical outcomes (e.g., BBB penetration, CYP inhibition). Dataset: cyp3a4_veith.. Dataset: CYP3A4 inhibition data for predicting drug metabolism from PubChem BioAssay (1) The molecule is CCCCCCCCCCCCCCCC(=O)NCCO. The result is 0 (non-inhibitor). (2) The molecule is COc1ccccc1OC(C)C(=O)O. The result is 0 (non-inhibitor).